This data is from Peptide-MHC class I binding affinity with 185,985 pairs from IEDB/IMGT. The task is: Regression. Given a peptide amino acid sequence and an MHC pseudo amino acid sequence, predict their binding affinity value. This is MHC class I binding data. (1) The peptide sequence is KLYKMRIPR. The MHC is HLA-B44:02 with pseudo-sequence HLA-B44:02. The binding affinity (normalized) is 0.0847. (2) The peptide sequence is SLIGSKTQI. The MHC is HLA-A02:03 with pseudo-sequence HLA-A02:03. The binding affinity (normalized) is 0.707. (3) The peptide sequence is LERTSKASLER. The MHC is HLA-B15:01 with pseudo-sequence HLA-B15:01. The binding affinity (normalized) is 0. (4) The peptide sequence is YTAVVPLVY. The MHC is HLA-B35:01 with pseudo-sequence HLA-B35:01. The binding affinity (normalized) is 0.563. (5) The peptide sequence is SSLAKHGEY. The MHC is HLA-A02:06 with pseudo-sequence HLA-A02:06. The binding affinity (normalized) is 0.381. (6) The MHC is HLA-A31:01 with pseudo-sequence HLA-A31:01. The binding affinity (normalized) is 0.728. The peptide sequence is MSYYCKSHK. (7) The peptide sequence is LLCLIFLLVL. The MHC is HLA-A68:02 with pseudo-sequence HLA-A68:02. The binding affinity (normalized) is 0.212. (8) The peptide sequence is VQYMDDILI. The binding affinity (normalized) is 0.295. The MHC is Mamu-B8701 with pseudo-sequence Mamu-B8701. (9) The peptide sequence is VASAGISYK. The MHC is HLA-A03:01 with pseudo-sequence HLA-A03:01. The binding affinity (normalized) is 0.691. (10) The peptide sequence is TNTQNNDWF. The MHC is SLA-10401 with pseudo-sequence SLA-10401. The binding affinity (normalized) is 0.0847.